Dataset: TCR-epitope binding with 47,182 pairs between 192 epitopes and 23,139 TCRs. Task: Binary Classification. Given a T-cell receptor sequence (or CDR3 region) and an epitope sequence, predict whether binding occurs between them. (1) The epitope is AIMTRCLAV. The TCR CDR3 sequence is CASSPGSVNEQFF. Result: 1 (the TCR binds to the epitope). (2) The epitope is KRWIILGLNK. The TCR CDR3 sequence is CASSFDSYEQYF. Result: 1 (the TCR binds to the epitope). (3) The epitope is YFPLQSYGF. The TCR CDR3 sequence is CASSPLGGGVYGYTF. Result: 1 (the TCR binds to the epitope). (4) The epitope is KLPDDFTGCV. The TCR CDR3 sequence is CSVGPAGREYGYTF. Result: 1 (the TCR binds to the epitope). (5) The epitope is TLDSKTQSL. The TCR CDR3 sequence is CASSAGGQVEEQYF. Result: 0 (the TCR does not bind to the epitope). (6) The epitope is VVYRGTTTY. The TCR CDR3 sequence is CASSQDLAGGRNEQFF. Result: 1 (the TCR binds to the epitope). (7) The epitope is KLWAQCVQL. The TCR CDR3 sequence is CASRREGTASWGAYNEQFF. Result: 1 (the TCR binds to the epitope).